From a dataset of Full USPTO retrosynthesis dataset with 1.9M reactions from patents (1976-2016). Predict the reactants needed to synthesize the given product. (1) Given the product [CH2:1]([O:3][C:4](=[O:10])[C:5]([CH2:8][CH3:9])([CH3:12])[CH2:6][CH3:7])[CH3:2], predict the reactants needed to synthesize it. The reactants are: [CH2:1]([O:3][C:4](=[O:10])[CH:5]([CH2:8][CH3:9])[CH2:6][CH3:7])[CH3:2].I[CH3:12]. (2) Given the product [CH3:47][N:48]([CH3:55])[CH2:49][C:50]([CH3:54])([CH3:53])[CH2:51][O:9][C:6]1[CH:5]=[CH:4][C:3]([CH2:10][N:11]2[C:20](=[O:21])[C:19]([C:22]([NH:24][C:25]3[CH:30]=[CH:29][C:28]([C:31]([F:32])([F:33])[F:34])=[CH:27][C:26]=3[C:35]3[CH:40]=[C:39]([C:41]([F:42])([F:43])[F:44])[N:38]=[CH:37][N:36]=3)=[O:23])=[C:18]([OH:45])[C:13]3([CH2:14][CH2:15][CH2:16][CH2:17]3)[N:12]2[CH3:46])=[C:2]([F:1])[C:7]=1[F:8], predict the reactants needed to synthesize it. The reactants are: [F:1][C:2]1[C:7]([F:8])=[C:6]([OH:9])[CH:5]=[CH:4][C:3]=1[CH2:10][N:11]1[C:20](=[O:21])[C:19]([C:22]([NH:24][C:25]2[CH:30]=[CH:29][C:28]([C:31]([F:34])([F:33])[F:32])=[CH:27][C:26]=2[C:35]2[CH:40]=[C:39]([C:41]([F:44])([F:43])[F:42])[N:38]=[CH:37][N:36]=2)=[O:23])=[C:18]([OH:45])[C:13]2([CH2:17][CH2:16][CH2:15][CH2:14]2)[N:12]1[CH3:46].[CH3:47][N:48]([CH3:55])[CH2:49][C:50]([CH3:54])([CH3:53])[CH2:51]O. (3) Given the product [CH2:1]([O:3][C:4]([C:6]1[N:7]=[CH:8][C:9]2[C:14]([C:15]=1[OH:16])=[CH:13][CH:12]=[C:11]([NH:28][C:26]([NH:25][C:22]1[CH:23]=[CH:24][C:19]([F:18])=[CH:20][CH:21]=1)=[O:27])[CH:10]=2)=[O:5])[CH3:2], predict the reactants needed to synthesize it. The reactants are: [CH2:1]([O:3][C:4]([C:6]1[N:7]=[CH:8][C:9]2[C:14]([C:15]=1[OH:16])=[CH:13][CH:12]=[C:11](Br)[CH:10]=2)=[O:5])[CH3:2].[F:18][C:19]1[CH:24]=[CH:23][C:22]([NH:25][C:26]([NH2:28])=[O:27])=[CH:21][CH:20]=1. (4) Given the product [NH2:23][C:19]1[N:18]=[C:17]([N:7]2[C:6]3[CH:24]=[C:2]([C:34]#[C:33][C:31]([C:28]4[CH:27]=[C:26]([CH3:25])[O:30][N:29]=4)([OH:35])[CH3:32])[CH:3]=[CH:4][C:5]=3[N:9]=[C:8]2[O:10][CH:11]2[CH2:16][CH2:15][O:14][CH2:13][CH2:12]2)[CH:22]=[CH:21][N:20]=1, predict the reactants needed to synthesize it. The reactants are: Br[C:2]1[CH:3]=[CH:4][C:5]2[N:9]=[C:8]([O:10][CH:11]3[CH2:16][CH2:15][O:14][CH2:13][CH2:12]3)[N:7]([C:17]3[CH:22]=[CH:21][N:20]=[C:19]([NH2:23])[N:18]=3)[C:6]=2[CH:24]=1.[CH3:25][C:26]1[O:30][N:29]=[C:28]([C:31]([OH:35])([C:33]#[CH:34])[CH3:32])[CH:27]=1.C(N(CC)CC)C. (5) Given the product [Cl:27][C:22]1[CH:23]=[CH:24][CH:25]=[CH:26][C:21]=1[N:10]1[C:11]([C:14]2[CH:19]=[CH:18][C:17]([Cl:20])=[CH:16][CH:15]=2)=[C:12]([OH:13])[C:8]([C:6]([OH:7])=[O:5])=[N:9]1, predict the reactants needed to synthesize it. The reactants are: [OH-].[K+].C([O:5][C:6]([C:8]1[C:12]([OH:13])=[C:11]([C:14]2[CH:19]=[CH:18][C:17]([Cl:20])=[CH:16][CH:15]=2)[N:10]([C:21]2[CH:26]=[CH:25][CH:24]=[CH:23][C:22]=2[Cl:27])[N:9]=1)=[O:7])C.O.Cl.